This data is from Catalyst prediction with 721,799 reactions and 888 catalyst types from USPTO. The task is: Predict which catalyst facilitates the given reaction. (1) Reactant: [C:1]1([C:7](=[CH2:21])[C:8]([C:10]2[CH:20]=[CH:19][C:13]3[O:14][CH2:15][C:16](=[O:18])[NH:17][C:12]=3[CH:11]=2)=O)[CH:6]=[CH:5][CH:4]=[CH:3][CH:2]=1.Cl.Cl.[CH2:24]([NH:28][NH2:29])[CH2:25][CH2:26][CH3:27].N1C=CC=CC=1. Product: [CH2:24]([N:28]1[CH2:21][CH:7]([C:1]2[CH:6]=[CH:5][CH:4]=[CH:3][CH:2]=2)[C:8]([C:10]2[CH:20]=[CH:19][C:13]3[O:14][CH2:15][C:16](=[O:18])[NH:17][C:12]=3[CH:11]=2)=[N:29]1)[CH2:25][CH2:26][CH3:27]. The catalyst class is: 22. (2) Reactant: [Br:1][C:2]1[CH:3]=[C:4]2[C:9](=[CH:10][CH:11]=1)[C:8]([CH2:12][N:13]1[C:19](=[O:20])[C@@H:18]([NH:21][C:22](=[O:34])[C@@H:23]([N:25](C)[C:26](=O)OC(C)(C)C)[CH3:24])[C@H:17]([CH3:35])[N:16]([C:36](=[O:42])[CH2:37][S:38]([CH3:41])(=[O:40])=[O:39])[C:15]3[CH:43]=[CH:44][CH:45]=[CH:46][C:14]1=3)=[C:7]([O:47][CH3:48])[CH:6]=[CH:5]2.[ClH:49]. Product: [ClH:49].[Br:1][C:2]1[CH:3]=[C:4]2[C:9](=[CH:10][CH:11]=1)[C:8]([CH2:12][N:13]1[C:19](=[O:20])[C@@H:18]([NH:21][C:22](=[O:34])[C@@H:23]([NH:25][CH3:26])[CH3:24])[C@H:17]([CH3:35])[N:16]([C:36](=[O:42])[CH2:37][S:38]([CH3:41])(=[O:40])=[O:39])[C:15]3[CH:43]=[CH:44][CH:45]=[CH:46][C:14]1=3)=[C:7]([O:47][CH3:48])[CH:6]=[CH:5]2. The catalyst class is: 275.